Dataset: Reaction yield outcomes from USPTO patents with 853,638 reactions. Task: Predict the reaction yield, written as a fraction of the theoretical maximum amount of product (1.0 means a 100% yield; for example, 0.34 means a 34% yield). (1) The yield is 0.750. The catalyst is O1CCCC1. The product is [CH2:1]([O:3][C:4]([C:6]1[NH:7][C:8]([CH:20]=[O:23])=[C:9]([C:12](=[O:19])[C:13]2[CH:18]=[CH:17][CH:16]=[CH:15][CH:14]=2)[C:10]=1[CH3:11])=[O:5])[CH3:2]. The reactants are [CH2:1]([O:3][C:4]([C:6]1[NH:7][C:8]([CH3:20])=[C:9]([C:12](=[O:19])[C:13]2[CH:18]=[CH:17][CH:16]=[CH:15][CH:14]=2)[C:10]=1[CH3:11])=[O:5])[CH3:2].C(O)(=[O:23])C.O. (2) The reactants are [OH-].[Na+].[CH3:3][O:4][C:5]1[CH:14]=[C:13]([C:15]2[CH:20]=[CH:19][CH:18]=[CH:17][CH:16]=2)[CH:12]=[CH:11][C:6]=1[C:7]([O:9]C)=[O:8]. The catalyst is CO. The product is [CH3:3][O:4][C:5]1[CH:14]=[C:13]([C:15]2[CH:20]=[CH:19][CH:18]=[CH:17][CH:16]=2)[CH:12]=[CH:11][C:6]=1[C:7]([OH:9])=[O:8]. The yield is 0.960.